This data is from hERG potassium channel inhibition data for cardiac toxicity prediction from Karim et al.. The task is: Regression/Classification. Given a drug SMILES string, predict its toxicity properties. Task type varies by dataset: regression for continuous values (e.g., LD50, hERG inhibition percentage) or binary classification for toxic/non-toxic outcomes (e.g., AMES mutagenicity, cardiotoxicity, hepatotoxicity). Dataset: herg_karim. (1) The drug is O=C(N1CCc2ncc(C(F)(F)F)cc2C1)[C@@]12CCC[C@@H]1C[C@@H](NC1CCCCC1)C2. The result is 0 (non-blocker). (2) The molecule is CC1(c2cccc(-c3cncnc3)c2)N=C(N)CCS1. The result is 0 (non-blocker). (3) The compound is C[NH+](C)CC/C=C1/c2ccccc2COc2ccccc21. The result is 1 (blocker). (4) The result is 0 (non-blocker). The molecule is O=C(NC1CC1c1ccccc1)N1CCC(c2nc(-c3ncccn3)no2)CC1. (5) The molecule is COc1cc(N)c(Cl)cc1C(=O)N[C@@H]1CC[NH+](CCCOc2ccc(F)cc2)C[C@@H]1OC. The result is 1 (blocker). (6) The result is 0 (non-blocker). The molecule is CCN1CCN(c2cc3[nH]c(C(=O)[C@]4(C)CC[C@@](C)(O)CC4)nc3cc2Cl)CC1.